Dataset: Reaction yield outcomes from USPTO patents with 853,638 reactions. Task: Predict the reaction yield, written as a fraction of the theoretical maximum amount of product (1.0 means a 100% yield; for example, 0.34 means a 34% yield). (1) The reactants are C1(N)C(F)=C(F)C(F)=C(N)C=1F.Cl.Cl.Cl.Cl.[P:17]([OH:61])([OH:60])([O:19][CH2:20][CH2:21][N:22]([CH2:26][CH2:27][CH2:28][O:29][C:30]1[CH:39]=[C:38]2[C:33]([C:34]([NH:40][C:41]3[CH:45]=[C:44]([CH2:46][C:47]([NH:49][C:50]4[CH:55]=[CH:54][CH:53]=[C:52]([F:56])[C:51]=4[F:57])=[O:48])[NH:43][N:42]=3)=[N:35][CH:36]=[N:37]2)=[CH:32][C:31]=1[O:58][CH3:59])[CH2:23][CH2:24][CH3:25])=[O:18].C1CC2OC2CC1. The catalyst is CO. The product is [P:17]([OH:61])([OH:60])([O:19][CH2:20][CH2:21][N:22]([CH2:26][CH2:27][CH2:28][O:29][C:30]1[CH:39]=[C:38]2[C:33]([C:34]([NH:40][C:41]3[CH:45]=[C:44]([CH2:46][C:47]([NH:49][C:50]4[CH:55]=[CH:54][CH:53]=[C:52]([F:56])[C:51]=4[F:57])=[O:48])[NH:43][N:42]=3)=[N:35][CH:36]=[N:37]2)=[CH:32][C:31]=1[O:58][CH3:59])[CH2:23][CH2:24][CH3:25])=[O:18]. The yield is 0.880. (2) The reactants are [CH2:1]([NH2:8])[CH2:2][CH2:3][CH2:4][CH2:5][CH:6]=[CH2:7].[C:9]([O-:12])([O-])=O.[K+].[K+].CI.[CH3:17][N:18](C=O)C. The catalyst is O. The product is [NH2:8][C:1]1[C:6]([CH3:7])=[C:5]([O:12][CH3:9])[CH:4]=[CH:3][C:2]=1[C:17]#[N:18]. The yield is 0.930. (3) The reactants are C([O:3][C:4]([C:6]1[C:15](=[O:16])[C:14]2[C:9](=[CH:10][CH:11]=[CH:12][C:13]=2[O:17][CH3:18])[NH:8][CH:7]=1)=[O:5])C. The catalyst is [OH-].[Na+]. The product is [CH3:18][O:17][C:13]1[CH:12]=[CH:11][CH:10]=[C:9]2[C:14]=1[C:15](=[O:16])[C:6]([C:4]([OH:5])=[O:3])=[CH:7][NH:8]2. The yield is 0.520. (4) The reactants are Cl.[Cl:2][C:3]1[CH:12]=[C:11]([O:13][CH3:14])[C:10]([NH:15][NH2:16])=[CH:9][C:4]=1[C:5]([O:7][CH3:8])=[O:6].CO[CH:19](OC)[CH2:20][CH:21](OC)OC. The catalyst is C(O)C. The product is [Cl:2][C:3]1[CH:12]=[C:11]([O:13][CH3:14])[C:10]([N:15]2[CH:21]=[CH:20][CH:19]=[N:16]2)=[CH:9][C:4]=1[C:5]([O:7][CH3:8])=[O:6]. The yield is 0.356. (5) The reactants are [NH2:1][C:2]1[S:3][C:4]2[CH:10]=[C:9]([N+:11]([O-])=O)[CH:8]=[CH:7][C:5]=2[N:6]=1.[H][H]. The catalyst is CO.[Pd]. The product is [NH2:1][C:2]1[S:3][C:4]2[CH:10]=[C:9]([NH2:11])[CH:8]=[CH:7][C:5]=2[N:6]=1. The yield is 0.990.